Dataset: Forward reaction prediction with 1.9M reactions from USPTO patents (1976-2016). Task: Predict the product of the given reaction. Given the reactants [OH:1][C:2]1[CH:3]=[C:4]2[C:8](=[CH:9][CH:10]=1)[C:7](=[CH:11][CH2:12][CH3:13])[C:6]1([CH2:21][C:20]3[C:15](=[CH:16][CH:17]=[C:18]([OH:22])[CH:19]=3)[CH2:14]1)[CH:5]2[CH3:23], predict the reaction product. The product is: [OH:1][C:2]1[CH:3]=[C:4]2[C:8](=[CH:9][CH:10]=1)[CH:7]([CH2:11][CH2:12][CH3:13])[C:6]1([CH2:21][C:20]3[C:15](=[CH:16][CH:17]=[C:18]([OH:22])[CH:19]=3)[CH2:14]1)[CH:5]2[CH3:23].